From a dataset of Cav3 T-type calcium channel HTS with 100,875 compounds. Binary Classification. Given a drug SMILES string, predict its activity (active/inactive) in a high-throughput screening assay against a specified biological target. (1) The compound is s1c(NC(=O)C2CCN(CC2)c2nc(cc(n2)C)C)nnc1CC. The result is 0 (inactive). (2) The compound is Brc1ccc(C(=O)c2n(c(c(c2/N=C\N(C)C)C#N)C)c2ccc(Cl)cc2)cc1. The result is 0 (inactive).